The task is: Regression/Classification. Given a drug SMILES string, predict its absorption, distribution, metabolism, or excretion properties. Task type varies by dataset: regression for continuous measurements (e.g., permeability, clearance, half-life) or binary classification for categorical outcomes (e.g., BBB penetration, CYP inhibition). Dataset: cyp3a4_veith.. This data is from CYP3A4 inhibition data for predicting drug metabolism from PubChem BioAssay. (1) The drug is CC(C)(C)NC[C@H](O)c1cc(O)cc(O)c1. The result is 0 (non-inhibitor). (2) The result is 1 (inhibitor). The compound is COc1ccc(-c2c(C)nn(Cc3ccccc3)c2N)cc1. (3) The compound is c1ccc(CN2c3ccccc3-c3nc4ccccc4n3C2c2ccccn2)cc1. The result is 1 (inhibitor). (4) The drug is COc1ncc2nc(-c3cc(F)cc(F)c3)c(=O)n(C)c2n1. The result is 0 (non-inhibitor). (5) The drug is CCc1ccc(N2CC(C(=O)NC3=NCCS3)CC2=O)cc1. The result is 0 (non-inhibitor). (6) The compound is NC(=O)NOC[C@@H]1NC(=O)NC1=O. The result is 0 (non-inhibitor).